From a dataset of Full USPTO retrosynthesis dataset with 1.9M reactions from patents (1976-2016). Predict the reactants needed to synthesize the given product. (1) Given the product [Cl:12][C:7]1[N:6]=[C:5]([NH:13][CH2:14][C:15]2[CH:20]=[CH:19][CH:18]=[C:17]([C:21]([F:24])([F:23])[F:22])[CH:16]=2)[C:4]2[C:9](=[CH:10][CH:11]=[C:2]([C:47]([C:44]3[CH:45]=[CH:46][C:41]([Cl:40])=[CH:42][CH:43]=3)([C:49]3[CH:50]=[CH:51][C:52]([Cl:55])=[CH:53][CH:54]=3)[OH:48])[CH:3]=2)[N:8]=1, predict the reactants needed to synthesize it. The reactants are: Br[C:2]1[CH:3]=[C:4]2[C:9](=[CH:10][CH:11]=1)[N:8]=[C:7]([Cl:12])[N:6]=[C:5]2[NH:13][CH2:14][C:15]1[CH:20]=[CH:19][CH:18]=[C:17]([C:21]([F:24])([F:23])[F:22])[CH:16]=1.[Li+].C[Si]([N-][Si](C)(C)C)(C)C.[Li]CCCC.[Cl:40][C:41]1[CH:46]=[CH:45][C:44]([C:47]([C:49]2[CH:54]=[CH:53][C:52]([Cl:55])=[CH:51][CH:50]=2)=[O:48])=[CH:43][CH:42]=1. (2) Given the product [NH2:1][C:2]1[C:7]([O:8][CH2:19][C:18]([NH:17][CH2:10][C:11]2[CH:16]=[CH:15][CH:14]=[CH:13][CH:12]=2)=[O:21])=[CH:6][C:5]([Cl:9])=[CH:4][N:3]=1, predict the reactants needed to synthesize it. The reactants are: [NH2:1][C:2]1[C:7]([OH:8])=[CH:6][C:5]([Cl:9])=[CH:4][N:3]=1.[CH2:10]([NH:17][C:18](=[O:21])[CH2:19]Cl)[C:11]1[CH:16]=[CH:15][CH:14]=[CH:13][CH:12]=1. (3) Given the product [ClH:29].[CH3:1][C:2]1[C:3]([O:8][C:9]2[CH:28]=[CH:27][CH:26]=[C:11]([CH:12]=[C:13]3[CH2:18][CH2:17][NH:16][CH2:15][CH2:14]3)[CH:10]=2)=[N:4][CH:5]=[CH:6][CH:7]=1, predict the reactants needed to synthesize it. The reactants are: [CH3:1][C:2]1[C:3]([O:8][C:9]2[CH:10]=[C:11]([CH:26]=[CH:27][CH:28]=2)[CH:12]=[C:13]2[CH2:18][CH2:17][N:16](C(OC(C)(C)C)=O)[CH2:15][CH2:14]2)=[N:4][CH:5]=[CH:6][CH:7]=1.[ClH:29].O1CCOCC1.